Task: Predict the reaction yield, written as a fraction of the theoretical maximum amount of product (1.0 means a 100% yield; for example, 0.34 means a 34% yield).. Dataset: Reaction yield outcomes from USPTO patents with 853,638 reactions (1) The reactants are [Li+].[OH-].[Cl:3][C:4]1[CH:34]=[CH:33][CH:32]=[C:31]([Cl:35])[C:5]=1[C:6]([NH:8][C@H:9]([C:27]([O:29]C)=[O:28])[CH2:10][C:11]1[CH:16]=[CH:15][C:14]([O:17][CH2:18][CH2:19][NH:20][C:21]2[CH:26]=[CH:25][CH:24]=[CH:23][N:22]=2)=[CH:13][CH:12]=1)=[O:7]. The catalyst is CC(N(C)C)=O.O. The product is [Cl:3][C:4]1[CH:34]=[CH:33][CH:32]=[C:31]([Cl:35])[C:5]=1[C:6]([NH:8][C@H:9]([C:27]([OH:29])=[O:28])[CH2:10][C:11]1[CH:16]=[CH:15][C:14]([O:17][CH2:18][CH2:19][NH:20][C:21]2[CH:26]=[CH:25][CH:24]=[CH:23][N:22]=2)=[CH:13][CH:12]=1)=[O:7]. The yield is 0.410. (2) The reactants are Cl.[F:2][C:3]1([F:9])[CH2:8][CH2:7][NH:6][CH2:5][CH2:4]1.[CH3:10][O:11][C:12](=[O:15])[CH2:13]Br.C(N(CC)CC)C. The catalyst is C1COCC1.O. The product is [CH3:10][O:11][C:12](=[O:15])[CH2:13][N:6]1[CH2:7][CH2:8][C:3]([F:9])([F:2])[CH2:4][CH2:5]1. The yield is 0.960. (3) The reactants are [C:1]([C:5]1[CH:10]=[CH:9][C:8]([C:11]2[N:15]([CH3:16])[N:14]=[C:13]([C:17]([C:19]3[CH:24]=[CH:23][CH:22]=[CH:21][CH:20]=3)=O)[C:12]=2[OH:25])=[CH:7][CH:6]=1)([CH3:4])([CH3:3])[CH3:2].[NH:26]([C:28]([C:30]1[CH:35]=[CH:34][C:33]([S:36]([NH:39][CH3:40])(=[O:38])=[O:37])=[CH:32][CH:31]=1)=[O:29])[NH2:27]. The catalyst is C(O)(C)C. The product is [C:1]([C:5]1[CH:6]=[CH:7][C:8]([C:11]2[N:15]([CH3:16])[N:14]=[C:13]([C:17]([C:19]3[CH:20]=[CH:21][CH:22]=[CH:23][CH:24]=3)=[N:27][NH:26][C:28]([C:30]3[CH:31]=[CH:32][C:33]([S:36]([NH:39][CH3:40])(=[O:37])=[O:38])=[CH:34][CH:35]=3)=[O:29])[C:12]=2[OH:25])=[CH:9][CH:10]=1)([CH3:3])([CH3:2])[CH3:4]. The yield is 0.220. (4) The yield is 0.680. The reactants are [C:1]12([NH2:11])[CH2:10][CH:5]3[CH2:6][CH:7]([CH2:9][CH:3]([CH2:4]3)[CH2:2]1)[CH2:8]2.[OH:12][C:13]1[C:20]([OH:21])=[C:19]([OH:22])[CH:18]=[CH:17][C:14]=1[CH:15]=O. The product is [C:1]12([NH:11][CH2:15][C:14]3[CH:17]=[CH:18][C:19]([OH:22])=[C:20]([OH:21])[C:13]=3[OH:12])[CH2:8][CH:7]3[CH2:6][CH:5]([CH2:4][CH:3]([CH2:9]3)[CH2:2]1)[CH2:10]2. No catalyst specified. (5) The reactants are O[CH2:2][CH2:3][N:4]1[CH2:27][CH2:26][C:7]2[N:8]([CH2:15][C:16]3[CH:25]=[CH:24][C:19]([C:20]([O:22][CH3:23])=[O:21])=[CH:18][CH:17]=3)[C:9]3[CH:10]=[CH:11][CH:12]=[CH:13][C:14]=3[C:6]=2[C:5]1=[O:28].CCN(C(C)C)C(C)C.CS(Cl)(=O)=O.[NH:43]1[CH2:48][CH2:47][O:46][CH2:45][CH2:44]1. The catalyst is C(#N)C. The product is [O:46]1[CH2:47][CH2:48][N:43]([CH2:2][CH2:3][N:4]2[CH2:27][CH2:26][C:7]3[N:8]([CH2:15][C:16]4[CH:25]=[CH:24][C:19]([C:20]([O:22][CH3:23])=[O:21])=[CH:18][CH:17]=4)[C:9]4[CH:10]=[CH:11][CH:12]=[CH:13][C:14]=4[C:6]=3[C:5]2=[O:28])[CH2:44][CH2:45]1. The yield is 0.610.